Dataset: Experimentally validated miRNA-target interactions with 360,000+ pairs, plus equal number of negative samples. Task: Binary Classification. Given a miRNA mature sequence and a target amino acid sequence, predict their likelihood of interaction. (1) The miRNA is hsa-miR-4747-5p with sequence AGGGAAGGAGGCUUGGUCUUAG. The protein sequence of the target gene is MPCVQLPAKESALFKRVLKCYEQKQYKNGLKFCKMILSNPKFAEHGETLAMKGLILNCLGKREEAYEFVRKGLRSDVRSHVCWHVYGLLQRSDKKYDEAIKCYRNALKLDKDNLQILRDLSLLQIQMRDLEGYRETRYQLLQLRPTQRASWIGYAIAYHLLKDYDTALKLLEEFRQTQQVPPNKIAYEYSELLLYQNQVMREANLFQESLEHIETYEKLICDKLLVEEIKGEMLLKLGRLKEASEVFRNLIDWNAENWCYYEGLEKALQLRSLDERLQLYEEVSKQHPRAVSPRRLPLSF.... Result: 0 (no interaction). (2) The miRNA is hsa-miR-6079 with sequence UUGGAAGCUUGGACCAACUAGCUG. The protein sequence of the target gene is MNYLRRRLSDSNFMANLPNGYMTDLQRPQPPPPPPGAHSPGATPGPGTATAERSSGVAPAASPAAPSPGSSGGGGFFSSLSNAVKQTTAAAAATFSEQVGGGSGGAGRGGAASRVLLVIDEPHTDWAKYFKGKKIHGEIDIKVEQAEFSDLNLVAHANGGFSVDMEVLRNGVKVVRSLKPDFVLIRQHAFSMARNGDYRSLVIGLQYAGIPSVNSLHSVYNFCDKPWVFAQMVRLHKKLGTEEFPLIDQTFYPNHKEMLSSTTYPVVVKMGHAHSGMGKVKVDNQHDFQDIASVVALTKT.... Result: 0 (no interaction). (3) The miRNA is mmu-miR-687 with sequence CUAUCCUGGAAUGCAGCAAUGA. The protein sequence of the target gene is MMQICDTYNQKHSLFNAMNRFIGAVNNMDQTVMVPSLLRDVPLSEPEIDEVSVEVGGSGGCLEERTTPAPSPGSANESFFAPSRDMYSHYVLLKSIRNDIEWGVLHQPSSPPAGSEESTWKPKDILVGLSHLESADAGEEDLEQQFHYHLRGLHTVLSKLTRKANILTNRYKQEIGFSNWGH. Result: 0 (no interaction). (4) The miRNA is hsa-miR-4308 with sequence UCCCUGGAGUUUCUUCUU. The protein sequence of the target gene is MAALMRSKDSSCCLLLLAAVLMVESSQIGSSRAKLNSIKSSLGGETPGQAANRSAGMYQGLAFGGSKKGKNLGQAYPCSSDKECEVGRYCHSPHQGSSACMVCRRKKKRCHRDGMCCPSTRCNNGICIPVTESILTPHIPALDGTRHRDRNHGHYSNHDLGWQNLGRPHTKMSHIKGHEGDPCLRSSDCIEGFCCARHFWTKICKPVLHQGEVCTKQRKKGSHGLEIFQRCDCAKGLSCKVWKDATYSSKARLHVCQKI. Result: 0 (no interaction). (5) Result: 1 (interaction). The miRNA is hsa-miR-615-3p with sequence UCCGAGCCUGGGUCUCCCUCUU. The protein sequence of the target gene is MRGDRGRGRGGRFGSRGGPGGGFRPFVPHIPFDFYLCEMAFPRVKPAPDETSFSEALLKRNQDLAPNSAEQASILSLVTKINNVIDNLIVAPGTFEVQIEEVRQVGSYKKGTMTTGHNVADLVVILKILPTLEAVAALGNKVVESLRAQDPSEVLTMLTNETGFEISSSDATVKILITTVPPNLRKLDPELHLDIKVLQSALAAIRHARWFEENASQSTVKVLIRLLKDLRIRFPGFEPLTPWILDLLGHYAVMNNPTRQPLALNVAYRRCLQILAAGLFLPGSVGITDPCESGNFRVHT.... (6) The miRNA is hsa-miR-6868-5p with sequence ACUGGCAGAACACUGAAGCAGC. The protein sequence of the target gene is MRLYLFTLLVTVFSGVSTKSPIFGPQEVSSIEGDSVSITCYYPDTSVNRHTRKYWCRQGASGMCTTLISSNGYLSKEYSGRANLINFPENNTFVINIEQLTQDDTGSYKCGLGTSNRGLSFDVSLEVSQVPELPSDTHVYTKDIGRNVTIECPFKRENAPSKKSLCKKTNQSCELVIDSTEKVNPSYIGRAKLFMKGTDLTVFYVNISHLTHNDAGLYICQAGEGPSADKKNVDLQVLAPEPELLYKDLRSSVTFECDLGREVANEAKYLCRMNKETCDVIINTLGKRDPDFEGRILITP.... Result: 0 (no interaction). (7) The miRNA is hsa-miR-4659a-3p with sequence UUUCUUCUUAGACAUGGCAACG. The protein sequence of the target gene is MPRYGASLRQSCPRSGREQGQDGTAGAPGLLWMGLVLALALALALALALSDSRVLWAPAEAHPLSPQGHPARLHRIVPRLRDVFGWGNLTCPICKGLFTAINLGLKKEPNVARVGSVAIKLCNLLKIAPPAVCQSIVHLFEDDMVEVWRRSVLSPSEACGLLLGSTCGHWDIFSSWNISLPTVPKPPPKPPSPPAPGAPVSRILFLTDLHWDHDYLEGTDPDCADPLCCRRGSGLPPASRPGAGYWGEYSKCDLPLRTLESLLSGLGPAGPFDMVYWTGDIPAHDVWHQTRQDQLRALTT.... Result: 0 (no interaction). (8) The miRNA is hsa-miR-515-5p with sequence UUCUCCAAAAGAAAGCACUUUCUG. The protein sequence of the target gene is MRRLWGAARKPSGAGWEKEWAEAPQEAPGAWSGRLGPGRSGRKGRAVPGWASWPAHLALAARPARHLGGAGQGPRPLHSGTAPFHSRASGERQRRLEPQLQHESRCRSSTPADAWRAEAALPVRAMGAPWGSPTAAAGGRRGWRRGRGLPWTVCVLAAAGLTCTALITYACWGQLPPLPWASPTPSRPVGVLLWWEPFGGRDSAPRPPPDCRLRFNISGCRLLTDRASYGEAQAVLFHHRDLVKGPPDWPPPWGIQAHTAEEVDLRVLDYEEAAAAAEALATSSPRPPGQRWVWMNFESP.... Result: 1 (interaction). (9) The miRNA is mmu-let-7g-5p with sequence UGAGGUAGUAGUUUGUACAGUU. The protein sequence of the target gene is MGLLDSEPGSVLNVVSTALNDTVEFYRWTWSIADKRVENWPLMQSPWPTLSISTLYLLFVWLGPKWMKDREPFQMRLVLIIYNFGMVLLNLFIFRELFMGSYNAGYSYICQSVDYSNNVHEVRIAAALWWYFVSKGVEYLDTVFFILRKKNNQVSFLHVYHHCTMFTLWWIGIKWVAGGQAFFGAQLNSFIHVIMYSYYGLTAFGPWIQKYLWWKRYLTMLQLIQFHVTIGHTALSLYTDCPFPKWMHWALIAYAISFIFLFLNFYIRTYKEPKKPKAGKTAMNGISANGVSKSEKQLMI.... Result: 0 (no interaction). (10) The miRNA is hsa-miR-4262 with sequence GACAUUCAGACUACCUG. The protein sequence of the target gene is MKMSIRIPPRLLELAGRSLLRDQALAVSTLEELPTELFPPLFMEAFSRRRCEALKLMVQAWPFRRLPLRPLIKMPCLEAFQAVLDGLDALLTQGVRPRRWKLQVLDLQDVCENFWMVWSEAMAHGCFLNAKRNKKPVQDCPRMRGRQPLTVFVELWLKNRTLDEYLTCLLLWVKQRRDLLHLCCKKLKILGMPFRNIRSILKMVNLDCIQEVEVNCKWILPILTQFTPYLGHLRNLQKLVLSHMDVSRYVSPEQKKEIVTQFTTQFLKLRCLQKLYMNSVSFLEGHLDQLLSCLKTSLKV.... Result: 1 (interaction).